Dataset: Catalyst prediction with 721,799 reactions and 888 catalyst types from USPTO. Task: Predict which catalyst facilitates the given reaction. (1) The catalyst class is: 3. Reactant: [Cl:1][C:2]1[CH:7]=[CH:6][C:5]([N:8]2[CH2:12][C:11]3([CH2:17][CH2:16][CH2:15][CH2:14][CH2:13]3)[NH:10][C:9]2=[O:18])=[C:4]([F:19])[CH:3]=1.[H-].[Na+].Br[CH2:23][C:24]([C:26]1[CH:31]=[CH:30][C:29]([Cl:32])=[C:28]([CH3:33])[CH:27]=1)=[O:25].NC(N)=O. Product: [Cl:1][C:2]1[CH:7]=[CH:6][C:5]([N:8]2[CH2:12][C:11]3([CH2:17][CH2:16][CH2:15][CH2:14][CH2:13]3)[N:10]([CH2:23][C:24]([C:26]3[CH:31]=[CH:30][C:29]([Cl:32])=[C:28]([CH3:33])[CH:27]=3)=[O:25])[C:9]2=[O:18])=[C:4]([F:19])[CH:3]=1. (2) Reactant: [NH2:1][C:2]1[CH:11]=[CH:10][C:9]([N:12]([C:17]2[C:36]([CH:37]3[CH2:39][CH2:38]3)=[CH:35][C:20]3[C:21]([C:31](=[O:34])[NH:32][CH3:33])=[C:22]([C:24]4[CH:29]=[CH:28][C:27]([F:30])=[CH:26][CH:25]=4)[O:23][C:19]=3[CH:18]=2)[S:13]([CH3:16])(=[O:15])=[O:14])=[CH:8][C:3]=1[C:4]([O:6][CH3:7])=[O:5].C1C(=O)N([Cl:47])C(=O)C1. Product: [NH2:1][C:2]1[C:11]([Cl:47])=[CH:10][C:9]([N:12]([C:17]2[C:36]([CH:37]3[CH2:39][CH2:38]3)=[CH:35][C:20]3[C:21]([C:31](=[O:34])[NH:32][CH3:33])=[C:22]([C:24]4[CH:25]=[CH:26][C:27]([F:30])=[CH:28][CH:29]=4)[O:23][C:19]=3[CH:18]=2)[S:13]([CH3:16])(=[O:15])=[O:14])=[CH:8][C:3]=1[C:4]([O:6][CH3:7])=[O:5]. The catalyst class is: 31.